From a dataset of Full USPTO retrosynthesis dataset with 1.9M reactions from patents (1976-2016). Predict the reactants needed to synthesize the given product. (1) The reactants are: [F:1][CH:2]([F:17])[O:3][C:4]1[CH:5]=[C:6]([CH:11]=[CH:12][C:13]=1[N+:14]([O-])=O)[C:7]([O:9][CH3:10])=[O:8].Cl[Sn]Cl.O. Given the product [NH2:14][C:13]1[CH:12]=[CH:11][C:6]([C:7]([O:9][CH3:10])=[O:8])=[CH:5][C:4]=1[O:3][CH:2]([F:1])[F:17], predict the reactants needed to synthesize it. (2) Given the product [C:20]([C:16]1[CH:15]=[C:14]([N:12]2[CH:13]=[C:9]([C@:3]3([CH3:26])[C:2]([F:1])([F:27])[CH2:7][O:6][C:5]([NH2:8])=[N:4]3)[CH:10]=[N:11]2)[CH:19]=[CH:18][CH:17]=1)#[CH:21], predict the reactants needed to synthesize it. The reactants are: [F:1][C:2]1([F:27])[CH2:7][O:6][C:5]([NH2:8])=[N:4][C@:3]1([CH3:26])[C:9]1[CH:10]=[N:11][N:12]([C:14]2[CH:19]=[CH:18][CH:17]=[C:16]([C:20]#[C:21][Si](C)(C)C)[CH:15]=2)[CH:13]=1.C[O-].[Na+].C(=O)=O. (3) Given the product [C:1]([O:5][C:6](=[O:24])[NH:7][CH2:8][C:9]1[CH:10]=[C:11]([C:15]2[CH:20]=[CH:19][CH:18]=[C:17]([CH2:21][NH2:22])[C:16]=2[CH3:23])[CH:12]=[CH:13][CH:14]=1)([CH3:4])([CH3:3])[CH3:2], predict the reactants needed to synthesize it. The reactants are: [C:1]([O:5][C:6](=[O:24])[NH:7][CH2:8][C:9]1[CH:10]=[C:11]([C:15]2[CH:20]=[CH:19][CH:18]=[C:17]([C:21]#[N:22])[C:16]=2[CH3:23])[CH:12]=[CH:13][CH:14]=1)([CH3:4])([CH3:3])[CH3:2].[BH4-].[Na+].[NH4+].[OH-]. (4) Given the product [F:1][C:2]1[CH:3]=[CH:4][C:5]([O:19][CH3:20])=[C:6]([C:8]([CH3:18])([CH3:17])[CH2:9][C:10]([C:13]([F:16])([F:15])[F:14])([OH:11])[CH2:12][NH:21][C:22]2[C:31]3[C:26](=[CH:27][CH:28]=[CH:29][CH:30]=3)[CH:25]=[CH:24][N:23]=2)[CH:7]=1, predict the reactants needed to synthesize it. The reactants are: [F:1][C:2]1[CH:3]=[CH:4][C:5]([O:19][CH3:20])=[C:6]([C:8]([CH3:18])([CH3:17])[CH2:9][C:10]2([C:13]([F:16])([F:15])[F:14])[CH2:12][O:11]2)[CH:7]=1.[NH2:21][C:22]1[C:31]2[C:26](=[CH:27][CH:28]=[CH:29][CH:30]=2)[CH:25]=[CH:24][N:23]=1.